From a dataset of Forward reaction prediction with 1.9M reactions from USPTO patents (1976-2016). Predict the product of the given reaction. (1) Given the reactants [O:1]1[CH2:6][C:5](=O)[NH:4][C:3]2[N:8]=[CH:9][CH:10]=[CH:11][C:2]1=2.[H-].[H-].[H-].[H-].[Li+].[Al+3], predict the reaction product. The product is: [O:1]1[CH2:6][CH2:5][NH:4][C:3]2[N:8]=[CH:9][CH:10]=[CH:11][C:2]1=2. (2) Given the reactants [Br:1][C:2]1[CH:3]=[CH:4][C:5](/[C:12](/Cl)=[N:13]/[OH:14])=[C:6]2[C:10]=1[O:9][C:8]([CH3:11])=[N:7]2.[Cl:16][C:17]1[CH:22]=[C:21]([C:23]([C:25]([F:28])([F:27])[F:26])=[CH2:24])[CH:20]=[C:19]([Cl:29])[CH:18]=1.C(=O)([O-])O.[Na+], predict the reaction product. The product is: [Br:1][C:2]1[C:10]2[O:9][C:8]([CH3:11])=[N:7][C:6]=2[C:5]([C:12]2[CH2:24][C:23]([C:21]3[CH:20]=[C:19]([Cl:29])[CH:18]=[C:17]([Cl:16])[CH:22]=3)([C:25]([F:26])([F:28])[F:27])[O:14][N:13]=2)=[CH:4][CH:3]=1. (3) Given the reactants [CH3:1][N:2]1[CH:11]=[CH:10][C:9]2[C:4](=[CH:5][CH:6]=[CH:7][CH:8]=2)[C:3]1=[O:12].[H][H].[N+:15]([O-])(O)=O, predict the reaction product. The product is: [NH2:15][C:6]1[CH:5]=[C:4]2[C:9]([CH2:10][CH2:11][N:2]([CH3:1])[C:3]2=[O:12])=[CH:8][CH:7]=1. (4) Given the reactants [CH3:1][O:2][C:3](=[O:36])[CH2:4][CH:5]1[CH2:10][CH:9]([CH2:11][CH2:12][C:13]2[N:14]([CH:31]([CH3:33])[CH3:32])[CH:15]=[C:16]([C:25]3[CH:30]=[CH:29][CH:28]=[CH:27][CH:26]=3)[C:17]=2[C:18]2[CH:23]=[CH:22][C:21]([F:24])=[CH:20][CH:19]=2)[O:8][C:7]([CH3:35])([CH3:34])[O:6]1.ClS([N:41]=[C:42]=[O:43])(=O)=O.C([O-])(O)=O.[Na+], predict the reaction product. The product is: [CH3:1][O:2][C:3](=[O:36])[CH2:4][CH:5]1[CH2:10][CH:9]([CH2:11][CH2:12][C:13]2[N:14]([CH:31]([CH3:32])[CH3:33])[C:15]([C:42](=[O:43])[NH2:41])=[C:16]([C:25]3[CH:30]=[CH:29][CH:28]=[CH:27][CH:26]=3)[C:17]=2[C:18]2[CH:23]=[CH:22][C:21]([F:24])=[CH:20][CH:19]=2)[O:8][C:7]([CH3:34])([CH3:35])[O:6]1. (5) Given the reactants [Cl:1][C:2]1[CH:3]=[CH:4][C:5]2[C:15](=[C:16]3[CH2:21][CH2:20][N:19](C)[CH2:18][CH2:17]3)[C:10]3=[N:11][CH:12]=[CH:13][CH:14]=[C:9]3[CH2:8][CH2:7][C:6]=2[CH:23]=1.[CH2:24]([O:26][C:27](Cl)=[O:28])[CH3:25].[OH-].[Na+], predict the reaction product. The product is: [CH3:25][CH2:24][O:26][C:27]([N:19]1[CH2:18][CH2:17][C:16](=[C:15]2[C:10]3[N:11]=[CH:12][CH:13]=[CH:14][C:9]=3[CH2:8][CH2:7][C:6]3[CH:23]=[C:2]([Cl:1])[CH:3]=[CH:4][C:5]2=3)[CH2:21][CH2:20]1)=[O:28].